This data is from Catalyst prediction with 721,799 reactions and 888 catalyst types from USPTO. The task is: Predict which catalyst facilitates the given reaction. (1) Reactant: C[C:2](P(OC)(O)=O)([C:4]([O-:6])=[O:5])C.[Na].[F:13][C:14]1[CH:19]=[CH:18][C:17]([N:20]2[C:28]3[C:23](=[CH:24][C:25]([C:29]([C:31]4[CH:36]=[CH:35][CH:34]=[CH:33][CH:32]=4)=O)=[CH:26][CH:27]=3)[CH:22]=[N:21]2)=[CH:16][CH:15]=1.[CH3:37]N(C=O)C. Product: [F:13][C:14]1[CH:19]=[CH:18][C:17]([N:20]2[C:28]3[C:23](=[CH:24][C:25](/[C:29](/[C:31]4[CH:36]=[CH:35][CH:34]=[CH:33][CH:32]=4)=[CH:2]/[C:4]([O:6][CH3:37])=[O:5])=[CH:26][CH:27]=3)[CH:22]=[N:21]2)=[CH:16][CH:15]=1. The catalyst class is: 1. (2) Reactant: [NH:1]([C:3]1[CH:18]=[CH:17][C:6]([C:7]([NH:9][CH2:10][CH:11]2[CH2:16][CH2:15][O:14][CH2:13][CH2:12]2)=[O:8])=[CH:5][N:4]=1)[NH2:2].[C:19]([C:21]1[CH:22]=[N:23][N:24]([C:26](=[CH:32]N(C)C)[C:27](OCC)=[O:28])[CH:25]=1)#[N:20].Cl.CCN(C(C)C)C(C)C. Product: [C:19]([C:21]1[CH:22]=[N:23][N:24]([C:26]2[CH:32]=[N:2][N:1]([C:3]3[CH:18]=[CH:17][C:6]([C:7]([NH:9][CH2:10][CH:11]4[CH2:16][CH2:15][O:14][CH2:13][CH2:12]4)=[O:8])=[CH:5][N:4]=3)[C:27]=2[OH:28])[CH:25]=1)#[N:20]. The catalyst class is: 41.